Dataset: Catalyst prediction with 721,799 reactions and 888 catalyst types from USPTO. Task: Predict which catalyst facilitates the given reaction. (1) Reactant: [NH2:1][C:2]1[N:7]=[C:6]([S:8][CH2:9][CH2:10][C:11]([OH:13])=O)[CH:5]=[C:4]([Cl:14])[N:3]=1.ON1C2C=CC=CC=2N=N1.Cl.C(N=C=NCCCN(C)C)C.[C:37]([O:41][C:42](=[O:48])[NH:43][CH2:44][CH2:45][CH2:46][NH2:47])([CH3:40])([CH3:39])[CH3:38].C(N(C(C)C)CC)(C)C.Cl. Product: [C:37]([O:41][C:42](=[O:48])[NH:43][CH2:44][CH2:45][CH2:46][NH:47][C:11](=[O:13])[CH2:10][CH2:9][S:8][C:6]1[CH:5]=[C:4]([Cl:14])[N:3]=[C:2]([NH2:1])[N:7]=1)([CH3:40])([CH3:38])[CH3:39]. The catalyst class is: 9. (2) Reactant: C([O:3][C:4](=[O:27])[C@H:5]([CH:24]([CH3:26])[CH3:25])[NH:6][C:7](=[O:23])[C@H:8]([CH3:22])[NH:9][C:10](=[O:21])[CH2:11][C:12]1[CH:17]=[CH:16][CH:15]=[C:14]([N+:18]([O-:20])=[O:19])[CH:13]=1)C. Product: [N+:18]([C:14]1[CH:13]=[C:12]([CH2:11][C:10]([NH:9][C@H:8]([C:7]([NH:6][C@H:5]([C:4]([OH:27])=[O:3])[CH:24]([CH3:25])[CH3:26])=[O:23])[CH3:22])=[O:21])[CH:17]=[CH:16][CH:15]=1)([O-:20])=[O:19]. The catalyst class is: 147. (3) Reactant: [Cl:1][C:2]1[CH:3]=[CH:4][C:5]2[N:11]3[C:12]([C:15]([F:18])([F:17])[F:16])=[N:13][N:14]=[C:10]3[C@@H:9]([CH2:19][C:20]([O:22][CH2:23][CH3:24])=[O:21])[O:8][C@H:7]([C:25]3[CH:30]=[CH:29][CH:28]=[C:27]([O:31][CH3:32])[C:26]=3[F:33])[C:6]=2[CH:34]=1.CCCCCC. Product: [Cl:1][C:2]1[CH:3]=[CH:4][C:5]2[N:11]3[C:12]([C:15]([F:18])([F:17])[F:16])=[N:13][N:14]=[C:10]3[C@@H:9]([CH2:19][C:20]([O:22][CH2:23][CH3:24])=[O:21])[O:8][C@H:7]([C:25]3[CH:30]=[CH:29][CH:28]=[C:27]([O:31][CH3:32])[C:26]=3[F:33])[C:6]=2[CH:34]=1.[Cl:1][C:2]1[CH:3]=[CH:4][C:5]2[N:11]3[C:12]([C:15]([F:18])([F:17])[F:16])=[N:13][N:14]=[C:10]3[C@H:9]([CH2:19][C:20]([O:22][CH2:23][CH3:24])=[O:21])[O:8][C@@H:7]([C:25]3[CH:30]=[CH:29][CH:28]=[C:27]([O:31][CH3:32])[C:26]=3[F:33])[C:6]=2[CH:34]=1. The catalyst class is: 8.